From a dataset of Reaction yield outcomes from USPTO patents with 853,638 reactions. Predict the reaction yield, written as a fraction of the theoretical maximum amount of product (1.0 means a 100% yield; for example, 0.34 means a 34% yield). (1) The reactants are [CH3:1][C@H:2]1[NH:7][CH2:6][CH2:5][N:4]([C:8]2[CH:9]=[CH:10][C:11]([C:14]#[N:15])=[N:12][CH:13]=2)[CH2:3]1.[C:16]([C:19]1[CH:20]=[C:21]([S:25](Cl)(=[O:27])=[O:26])[CH:22]=[CH:23][CH:24]=1)(=[O:18])[CH3:17].C(N(C(C)C)CC)(C)C. The catalyst is ClCCl. The product is [C:16]([C:19]1[CH:20]=[C:21]([S:25]([N:7]2[CH2:6][CH2:5][N:4]([C:8]3[CH:9]=[CH:10][C:11]([C:14]#[N:15])=[N:12][CH:13]=3)[CH2:3][C@H:2]2[CH3:1])(=[O:27])=[O:26])[CH:22]=[CH:23][CH:24]=1)(=[O:18])[CH3:17]. The yield is 0.803. (2) The reactants are [N+:1]([O-:4])(O)=[O:2].[N:5]1[CH:10]=[CH:9][CH:8]=[C:7]([C:11]2[CH:16]=[CH:15][C:14]([OH:17])=[CH:13][CH:12]=2)[CH:6]=1.O.[OH-].[Na+]. The catalyst is C(O)(=O)C. The product is [N+:1]([C:13]1[CH:12]=[C:11]([C:7]2[CH:6]=[N:5][CH:10]=[CH:9][CH:8]=2)[CH:16]=[CH:15][C:14]=1[OH:17])([O-:4])=[O:2]. The yield is 0.430. (3) The reactants are [C@@H:1]1([C:11]([OH:13])=O)[C:10]2[C:5](=[CH:6][CH:7]=[CH:8][CH:9]=2)[CH2:4][CH2:3][CH2:2]1.[CH2:14]([O:16][C:17]([C:19]1([NH2:28])[CH2:27][C:26]2[C:21](=[CH:22][CH:23]=[CH:24][CH:25]=2)[CH2:20]1)=[O:18])[CH3:15].CN(C(ON1N=NC2C=CC=NC1=2)=[N+](C)C)C.F[P-](F)(F)(F)(F)F.CCN(C(C)C)C(C)C. The catalyst is CN(C=O)C. The product is [CH2:14]([O:16][C:17]([C:19]1([NH:28][C:11]([C@@H:1]2[C:10]3[C:5](=[CH:6][CH:7]=[CH:8][CH:9]=3)[CH2:4][CH2:3][CH2:2]2)=[O:13])[CH2:27][C:26]2[C:21](=[CH:22][CH:23]=[CH:24][CH:25]=2)[CH2:20]1)=[O:18])[CH3:15]. The yield is 1.00. (4) The reactants are [N:1]([C:4]1[CH:9]=[CH:8][C:7]([N:10]2[CH2:15][CH2:14][N:13]([CH3:16])[CH2:12][CH2:11]2)=[CH:6][CH:5]=1)=[C:2]=[S:3].[N:17]#[C:18][NH2:19].CC(C)([O-])C.[K+].Br[CH2:27][C:28]([C:30]1[CH:39]=[CH:38][C:33]2[O:34][CH2:35][CH2:36][O:37][C:32]=2[CH:31]=1)=[O:29]. The catalyst is C(#N)C.C(O)(C)(C)C. The product is [NH2:17][C:18]1[N:19]=[C:2]([NH:1][C:4]2[CH:5]=[CH:6][C:7]([N:10]3[CH2:11][CH2:12][N:13]([CH3:16])[CH2:14][CH2:15]3)=[CH:8][CH:9]=2)[S:3][C:27]=1[C:28]([C:30]1[CH:39]=[CH:38][C:33]2[O:34][CH2:35][CH2:36][O:37][C:32]=2[CH:31]=1)=[O:29]. The yield is 0.660. (5) The reactants are [C:1]([C:3]1[CH:4]=[C:5]([N+:10]([O-:12])=[O:11])[CH:6]=[CH:7][C:8]=1F)#[N:2].[F:13][C:14]1[CH:19]=[CH:18][C:17]([OH:20])=[CH:16][C:15]=1[NH:21][C:22](=[O:34])[CH2:23][C:24]1[CH:29]=[CH:28][CH:27]=[C:26]([C:30]([F:33])([F:32])[F:31])[CH:25]=1.C(=O)([O-])[O-].[K+].[K+]. The catalyst is CN(C)C=O.C(OCC)(=O)C. The product is [C:1]([C:3]1[CH:4]=[C:5]([N+:10]([O-:12])=[O:11])[CH:6]=[CH:7][C:8]=1[O:20][C:17]1[CH:18]=[CH:19][C:14]([F:13])=[C:15]([NH:21][C:22](=[O:34])[CH2:23][C:24]2[CH:29]=[CH:28][CH:27]=[C:26]([C:30]([F:31])([F:32])[F:33])[CH:25]=2)[CH:16]=1)#[N:2]. The yield is 0.940. (6) The reactants are [Br:1][C:2]1[C:11]([CH2:12]O)=[C:10]2[C:5]([NH:6][C:7]([CH3:17])([CH3:16])[C:8](=[O:15])[N:9]2[CH3:14])=[CH:4][CH:3]=1.C(N(CC)CC)C.CS([Cl:29])(=O)=O.C(OCC)(=O)C. The catalyst is ClCCl.O. The product is [Br:1][C:2]1[C:11]([CH2:12][Cl:29])=[C:10]2[C:5]([NH:6][C:7]([CH3:17])([CH3:16])[C:8](=[O:15])[N:9]2[CH3:14])=[CH:4][CH:3]=1. The yield is 0.720. (7) The yield is 0.370. The catalyst is O1CCCC1. The product is [C:30]([N:22]([C:18]1[CH:17]=[C:16]([C:15]2[C:7]([C:1]3[CH:2]=[CH:3][CH:4]=[CH:5][CH:6]=3)=[N:8][N:9]3[CH:14]=[CH:13][CH:12]=[N:11][C:10]=23)[CH:21]=[CH:20][N:19]=1)[C:28](=[O:34])[CH3:29])(=[O:32])[CH3:31]. The reactants are [C:1]1([C:7]2[C:15]([C:16]3[CH:21]=[CH:20][N:19]=[C:18]([NH2:22])[CH:17]=3)=[C:10]3[N:11]=[CH:12][CH:13]=[CH:14][N:9]3[N:8]=2)[CH:6]=[CH:5][CH:4]=[CH:3][CH:2]=1.C(N([CH2:28][CH3:29])CC)C.[C:30](Cl)(=[O:32])[CH3:31].[OH2:34]. (8) The reactants are [CH2:1]([CH:8]([N:12]1[CH2:16][CH2:15][O:14][C:13]1=[O:17])[C:9]([O-:11])=[O:10])C1C=CC=CC=1.[CH:18]([N-]C(C)C)([CH3:20])[CH3:19].[Li+].IC.[CH2:28]1[CH2:32]O[CH2:30][CH2:29]1. No catalyst specified. The product is [O:17]=[C:13]1[N:12]([CH:8]([CH3:1])[C:9]([O:11][CH2:30][C:29]2[CH:20]=[CH:18][CH:19]=[CH:32][CH:28]=2)=[O:10])[CH2:16][CH2:15][O:14]1. The yield is 0.700.